This data is from Cav3 T-type calcium channel HTS with 100,875 compounds. The task is: Binary Classification. Given a drug SMILES string, predict its activity (active/inactive) in a high-throughput screening assay against a specified biological target. (1) The drug is S(=O)(=O)(N1CCN(CC1)C(=O)c1occc1)c1cc2oc(=O)n(c2cc1)C. The result is 0 (inactive). (2) The compound is FC(F)(F)c1cc(NC(=O)c2cccnc2)ccc1. The result is 0 (inactive). (3) The compound is S(=O)(=O)(NCc1c(OC)cccc1)c1c([nH]c(=O)[nH]c1=O)C. The result is 0 (inactive).